This data is from Forward reaction prediction with 1.9M reactions from USPTO patents (1976-2016). The task is: Predict the product of the given reaction. (1) Given the reactants C([C@H](NC(=O)C1C=C(C2C=CC=CC=2)C=C(N2CCCC2=O)C=1)[C@@H](O)C[C@H](C(=O)NCCC(C)(C)C)C)C1C=CC=CC=1.[CH:44]1([CH2:47][O:48][C:49]2[CH:50]=[C:51]([CH:55]=[C:56]([N:58]3[CH2:62][CH2:61][CH2:60][C:59]3=[O:63])[CH:57]=2)[C:52]([OH:54])=O)[CH2:46][CH2:45]1.[CH:64]12[CH2:70][CH:67]([CH2:68][CH2:69]1)[CH2:66][CH:65]2[NH:71][C:72](=[O:87])[C@H:73]([CH3:86])[CH2:74][C@H:75]([OH:85])[C@@H:76]([NH2:84])[CH2:77][C:78]1[CH:83]=[CH:82][CH:81]=[CH:80][CH:79]=1, predict the reaction product. The product is: [CH2:77]([C@H:76]([NH:84][C:52](=[O:54])[C:51]1[CH:55]=[C:56]([N:58]2[CH2:62][CH2:61][CH2:60][C:59]2=[O:63])[CH:57]=[C:49]([O:48][CH2:47][CH:44]2[CH2:45][CH2:46]2)[CH:50]=1)[C@@H:75]([OH:85])[CH2:74][C@H:73]([C:72](=[O:87])[NH:71][CH:65]1[CH2:66][CH:67]2[CH2:70][CH:64]1[CH2:69][CH2:68]2)[CH3:86])[C:78]1[CH:79]=[CH:80][CH:81]=[CH:82][CH:83]=1. (2) Given the reactants [CH2:1]([O:8][C:9]1[CH:14]=[CH:13][N:12]([CH2:15][CH:16]([OH:34])[C:17]2[CH:33]=[CH:32][C:20]3[CH2:21][CH2:22][N:23](C(=O)C(F)(F)F)[CH2:24][CH2:25][C:19]=3[CH:18]=2)[C:11](=[O:35])[CH:10]=1)[C:2]1[CH:7]=[CH:6][CH:5]=[CH:4][CH:3]=1.[OH-].[Na+], predict the reaction product. The product is: [CH2:1]([O:8][C:9]1[CH:14]=[CH:13][N:12]([CH2:15][CH:16]([OH:34])[C:17]2[CH:33]=[CH:32][C:20]3[CH2:21][CH2:22][NH:23][CH2:24][CH2:25][C:19]=3[CH:18]=2)[C:11](=[O:35])[CH:10]=1)[C:2]1[CH:7]=[CH:6][CH:5]=[CH:4][CH:3]=1. (3) Given the reactants [C:1]1([CH3:7])[CH:6]=[CH:5][CH:4]=[CH:3][CH:2]=1.[CH2:13](N[CH2:13][CH2:14][CH2:15][CH3:16])[CH2:14][CH2:15][CH3:16].[C:17]([O:23][CH2:24][CH3:25])(=[O:22])[CH2:18][C:19]([CH3:21])=[O:20], predict the reaction product. The product is: [CH2:24]([O:23][C:17](=[O:22])[C:18]([C:19](=[O:20])[CH3:21])=[CH:5][CH2:6][CH:1]([CH:2]1[CH2:13][CH2:14][C:15]([CH3:16])=[CH:4][CH2:3]1)[CH3:7])[CH3:25]. (4) Given the reactants [C:1]([Si:5]([CH3:34])([CH3:33])[O:6][C@H:7]1[CH2:12][CH2:11][C@H:10]([N:13]2[C:18]3=[N:19][C:20](Cl)=[N:21][CH:22]=[C:17]3[CH2:16][N:15]([C:24]3[CH:29]=[CH:28][C:27]([O:30][CH3:31])=[CH:26][CH:25]=3)[C:14]2=[O:32])[CH2:9][CH2:8]1)([CH3:4])([CH3:3])[CH3:2].[CH3:35][O:36][C:37]1[CH:42]=[CH:41][C:40]([NH2:43])=[CH:39][CH:38]=1, predict the reaction product. The product is: [C:1]([Si:5]([CH3:34])([CH3:33])[O:6][C@H:7]1[CH2:12][CH2:11][C@H:10]([N:13]2[C:18]3=[N:19][C:20]([NH:43][C:40]4[CH:41]=[CH:42][C:37]([O:36][CH3:35])=[CH:38][CH:39]=4)=[N:21][CH:22]=[C:17]3[CH2:16][N:15]([C:24]3[CH:29]=[CH:28][C:27]([O:30][CH3:31])=[CH:26][CH:25]=3)[C:14]2=[O:32])[CH2:9][CH2:8]1)([CH3:4])([CH3:3])[CH3:2].